Dataset: Full USPTO retrosynthesis dataset with 1.9M reactions from patents (1976-2016). Task: Predict the reactants needed to synthesize the given product. Given the product [CH2:1]([NH:3][C:4]1[O:18][C:7]([C:8]2[CH:13]=[CH:12][CH:11]=[CH:10][C:9]=2[N+:14]([O-:16])=[O:15])=[N:6][N:5]=1)[CH3:2], predict the reactants needed to synthesize it. The reactants are: [CH2:1]([NH:3][C:4](=[O:18])[NH:5][NH:6][C:7](=O)[C:8]1[CH:13]=[CH:12][CH:11]=[CH:10][C:9]=1[N+:14]([O-:16])=[O:15])[CH3:2].C(N(CC)CC)C.